From a dataset of NCI-60 drug combinations with 297,098 pairs across 59 cell lines. Regression. Given two drug SMILES strings and cell line genomic features, predict the synergy score measuring deviation from expected non-interaction effect. (1) Drug 1: CN(C)N=NC1=C(NC=N1)C(=O)N. Drug 2: B(C(CC(C)C)NC(=O)C(CC1=CC=CC=C1)NC(=O)C2=NC=CN=C2)(O)O. Cell line: CCRF-CEM. Synergy scores: CSS=21.9, Synergy_ZIP=-6.00, Synergy_Bliss=-7.31, Synergy_Loewe=-3.26, Synergy_HSA=-1.54. (2) Drug 1: C1=CN(C(=O)N=C1N)C2C(C(C(O2)CO)O)O.Cl. Drug 2: C1C(C(OC1N2C=NC3=C(N=C(N=C32)Cl)N)CO)O. Cell line: NCIH23. Synergy scores: CSS=52.1, Synergy_ZIP=-2.24, Synergy_Bliss=-2.67, Synergy_Loewe=-2.50, Synergy_HSA=2.44. (3) Cell line: RPMI-8226. Synergy scores: CSS=10.8, Synergy_ZIP=6.82, Synergy_Bliss=8.98, Synergy_Loewe=-16.3, Synergy_HSA=2.42. Drug 2: CCC1(C2=C(COC1=O)C(=O)N3CC4=CC5=C(C=CC(=C5CN(C)C)O)N=C4C3=C2)O.Cl. Drug 1: CCCCCOC(=O)NC1=NC(=O)N(C=C1F)C2C(C(C(O2)C)O)O. (4) Drug 1: CC1=C(C(CCC1)(C)C)C=CC(=CC=CC(=CC(=O)O)C)C. Drug 2: CC1=C(C=C(C=C1)C(=O)NC2=CC(=CC(=C2)C(F)(F)F)N3C=C(N=C3)C)NC4=NC=CC(=N4)C5=CN=CC=C5. Cell line: CAKI-1. Synergy scores: CSS=-16.1, Synergy_ZIP=8.74, Synergy_Bliss=3.82, Synergy_Loewe=-2.88, Synergy_HSA=-8.54. (5) Drug 1: C1C(C(OC1N2C=C(C(=O)NC2=O)F)CO)O. Drug 2: C1CN(P(=O)(OC1)NCCCl)CCCl. Cell line: SK-MEL-28. Synergy scores: CSS=12.0, Synergy_ZIP=-2.39, Synergy_Bliss=2.17, Synergy_Loewe=-15.9, Synergy_HSA=0.609. (6) Drug 1: CCC1(CC2CC(C3=C(CCN(C2)C1)C4=CC=CC=C4N3)(C5=C(C=C6C(=C5)C78CCN9C7C(C=CC9)(C(C(C8N6C=O)(C(=O)OC)O)OC(=O)C)CC)OC)C(=O)OC)O.OS(=O)(=O)O. Drug 2: CC(C)(C#N)C1=CC(=CC(=C1)CN2C=NC=N2)C(C)(C)C#N. Cell line: NCI-H226. Synergy scores: CSS=1.87, Synergy_ZIP=-7.34, Synergy_Bliss=-10.2, Synergy_Loewe=-22.2, Synergy_HSA=-12.0. (7) Drug 1: CC1=CC2C(CCC3(C2CCC3(C(=O)C)OC(=O)C)C)C4(C1=CC(=O)CC4)C. Drug 2: CC12CCC3C(C1CCC2OP(=O)(O)O)CCC4=C3C=CC(=C4)OC(=O)N(CCCl)CCCl.[Na+]. Cell line: SR. Synergy scores: CSS=1.74, Synergy_ZIP=-5.79, Synergy_Bliss=-10.0, Synergy_Loewe=-13.8, Synergy_HSA=-10.2.